Token-level Classification. Given an antigen amino acid sequence, predict which amino acid positions are active epitope sites capable of antibody binding. Output is a list of indices for active positions. From a dataset of B-cell epitopes from IEDB database with 3,159 antigens for binding position prediction. (1) Given the antigen sequence: MKMASNRAAPSNDGAACLVPEINNEAMALEPVAGAAIAAPLTGQQNIIDPWIMNNFVQAPGGEFTVSPRNSPGEVLLNLELGPEINPYLAHLARMYNGYAGGFEVQVVLAGNAFTAAKIIFAAIPPNFPIDNLSAAQITMCPHVIVDVRQLEPINLPMPDVRNNFFHYNQGSDSRLRLIAMLYTPLRANNSGDDVFTVSCRVLTRPSPDFLFNFLVPPTVESKTKPFTLPILTISEMSNSRFPVPIDSLHTSPTENIVVQCQNGRVTLDGELMGTTQLLPSQICAFRGTLTGSTSRASDQADTPTPRLFNHHWHIQLDNLNGTPYDPAEDIPAPLGTPDFRGKVFGVAGQRNPDSTTRAHEAKVDTTSGRFTPKLGSLEITTESDDLDLSQPTKFTPVGIGVDNRAEFQQWSLPDYSGQFTHNMNLAPAVAPNFPGEQLLFFRSQLPSSGGRSNGVLDCLVPQEWVQHFYQESAPAQTQVALVRYVNPDTGRVLFEAKLH..., which amino acid positions are active epitope sites? The epitope positions are: [43, 44, 45, 46, 47, 48, 49, 50, 51, 52, 53]. The amino acids at these positions are: QQNIIDPWIMN. (2) Given the antigen sequence: MAASFLLMADSILCRDTAVDLTSLQLIGQTGAGNNWAKGHYTEGAELVDAVLDVVRKECEHCDCLQGFQLTHSLGGGTGSGMGTLLISKIREEFPDRIMNTFSVMPSPKVSDTVVEPYNATLSVHQLVENTDETYCIDNEALYDICFRTLKLTTPTYGDLNHLVSATMSGVTTSLRFPGQLNADLRKLAVNMVPFPRLHFFMPGFAPLTSRGSQQYRALTVPELTQQMFDARNMMAACDPRHGRYLTVATVFRGPMSMKEVDEQMLAIQSKNSSYFVEWIPNNVKVAVCDIPPRGLKMASTFIGNSTAIQELFKRISEQFSAMFRRKAFLHWFTGEGMDEMEFTEAESNMNDLVSEYQQYQDATANDGEEAFEDEEEEIDG, which amino acid positions are active epitope sites? The epitope positions are: [145, 146, 147, 148, 149, 150, 151, 152, 153, 154, 155, 156, 157, 158, 159]. The amino acids at these positions are: CFRTLKLTTPTYGDL. (3) Given the antigen sequence: GDSNQLGDDEPVCFLNFETANVPIQGESHTLVKHLFGRQWLVRTVQHTGEVQELDLPVPDQGHASLLRFFAYFSGEVILTIVNNGTTPCMIAHSYTMDNLTSEYAVTAMGGILIPANSAKNINIPFYSVTPLRPTRPMPASQGGGLTFGRLYIWTQSGSVSVFMGLHKPALFFPLPAPTYTTHTLLNRIETMNLHDQSDQPDCHVCEICRKMKKWFRNHRPFRFCLRLKTLAFELHLEIE, which amino acid positions are active epitope sites? The epitope positions are: [74, 75, 76, 77, 78, 79]. The amino acids at these positions are: GEVILT.